This data is from Full USPTO retrosynthesis dataset with 1.9M reactions from patents (1976-2016). The task is: Predict the reactants needed to synthesize the given product. (1) Given the product [NH3:18].[Si:9]([O:8][C:7]1[CH:16]=[CH:17][C:4]([CH2:3][CH2:2][NH:18][CH2:19][C@@H:20]([C:22]2[CH:33]=[CH:32][C:25]3[O:26][C:27]([CH3:30])([CH3:31])[O:28][CH2:29][C:24]=3[CH:23]=2)[OH:21])=[CH:5][CH:6]=1)([C:12]([CH3:15])([CH3:14])[CH3:13])([CH3:11])[CH3:10], predict the reactants needed to synthesize it. The reactants are: Br[CH2:2][CH2:3][C:4]1[CH:17]=[CH:16][C:7]([O:8][Si:9]([C:12]([CH3:15])([CH3:14])[CH3:13])([CH3:11])[CH3:10])=[CH:6][CH:5]=1.[NH2:18][CH2:19][C@@H:20]([C:22]1[CH:33]=[CH:32][C:25]2[O:26][C:27]([CH3:31])([CH3:30])[O:28][CH2:29][C:24]=2[CH:23]=1)[OH:21].P([O-])([O-])([O-])=O. (2) Given the product [Cl:1][C:2]1[CH:7]=[CH:6][CH:5]=[CH:4][C:3]=1[C:8]1[N:17]=[C:16]([CH:18]2[CH2:19][CH2:20][N:21]([CH:34]([CH3:36])[CH3:33])[CH2:22][CH2:23]2)[CH:15]=[C:14]2[C:9]=1[CH:10]=[CH:11][C:12](=[O:32])[N:13]2[C:24]1[C:25]([Cl:31])=[CH:26][CH:27]=[CH:28][C:29]=1[Cl:30], predict the reactants needed to synthesize it. The reactants are: [Cl:1][C:2]1[CH:7]=[CH:6][CH:5]=[CH:4][C:3]=1[C:8]1[N:17]=[C:16]([CH:18]2[CH2:23][CH2:22][NH:21][CH2:20][CH2:19]2)[CH:15]=[C:14]2[C:9]=1[CH:10]=[CH:11][C:12](=[O:32])[N:13]2[C:24]1[C:29]([Cl:30])=[CH:28][CH:27]=[CH:26][C:25]=1[Cl:31].[CH3:33][C:34]([CH3:36])=O.C([BH3-])#N.[Na+]. (3) Given the product [Cl:21][C:15]1[CH:16]=[C:17]([Cl:20])[CH:18]=[CH:19][C:14]=1[CH:5]1[N:6]=[C:7]([C:9]2[S:10][CH:11]=[CH:12][N:13]=2)[NH:8][C:3]([CH2:2][N:27]2[CH2:32][CH2:31][O:30][CH2:29][C@H:28]2[C:33]([OH:35])=[O:34])=[C:4]1[C:22]([O:24][CH2:25][CH3:26])=[O:23], predict the reactants needed to synthesize it. The reactants are: Br[CH2:2][C:3]1[NH:8][C:7]([C:9]2[S:10][CH:11]=[CH:12][N:13]=2)=[N:6][CH:5]([C:14]2[CH:19]=[CH:18][C:17]([Cl:20])=[CH:16][C:15]=2[Cl:21])[C:4]=1[C:22]([O:24][CH2:25][CH3:26])=[O:23].[NH:27]1[CH2:32][CH2:31][O:30][CH2:29][C@H:28]1[C:33]([OH:35])=[O:34]. (4) Given the product [N:18]1[CH:19]=[CH:20][CH:21]=[C:16]([C:2]#[C:1][C:3]2[CH:8]=[CH:7][C:6]([CH2:9][CH2:10][C:11]([O:13][CH3:14])=[O:12])=[CH:5][CH:4]=2)[CH:17]=1, predict the reactants needed to synthesize it. The reactants are: [C:1]([C:3]1[CH:8]=[CH:7][C:6]([CH2:9][CH2:10][C:11]([O:13][CH3:14])=[O:12])=[CH:5][CH:4]=1)#[CH:2].I[C:16]1[CH:17]=[N:18][CH:19]=[CH:20][CH:21]=1. (5) Given the product [CH:12]1[CH:17]=[CH:16][C:15]([C@@H:18]2[N:27]([C:28]([O:30][C@@H:31]3[CH:36]4[CH2:35][CH2:34][N:33]([CH2:38][CH2:37]4)[CH2:32]3)=[O:29])[CH2:26][CH2:25][C:24]3[CH:23]=[CH:22][CH:21]=[CH:20][C:19]2=3)=[CH:14][CH:13]=1, predict the reactants needed to synthesize it. The reactants are: S(=O)(=O)(O)O.C(OCC)(=O)C.[CH:12]1[CH:13]=[CH:14][C:15]([C@@H:18]2[N:27]([C:28]([O:30][C@@H:31]3[CH:36]4[CH2:37][CH2:38][N:33]([CH2:34][CH2:35]4)[CH2:32]3)=[O:29])[CH2:26][CH2:25][C:24]3[CH:23]=[CH:22][CH:21]=[CH:20][C:19]2=3)=[CH:16][CH:17]=1.S([O-])(O)(=O)=O.